From a dataset of Forward reaction prediction with 1.9M reactions from USPTO patents (1976-2016). Predict the product of the given reaction. Given the reactants [CH3:1][O:2][CH:3]([O:6][CH3:7])[CH2:4][NH2:5].[N+:8]([C:11]1[CH:16]=[CH:15][CH:14]=[CH:13][C:12]=1[S:17](Cl)(=[O:19])=[O:18])([O-:10])=[O:9].C(N(C(C)C)CC)(C)C.Cl, predict the reaction product. The product is: [CH3:1][O:2][CH:3]([O:6][CH3:7])[CH2:4][NH:5][S:17]([C:12]1[CH:13]=[CH:14][CH:15]=[CH:16][C:11]=1[N+:8]([O-:10])=[O:9])(=[O:18])=[O:19].